From a dataset of Reaction yield outcomes from USPTO patents with 853,638 reactions. Predict the reaction yield, written as a fraction of the theoretical maximum amount of product (1.0 means a 100% yield; for example, 0.34 means a 34% yield). The product is [OH:25][C:22]1[CH:23]=[CH:24][C:19]([C:10]2[CH:11]=[CH:12][C:13]([CH2:15][CH2:16][C:17]#[N:18])=[CH:14][C:9]=2[CH2:5][CH:6]([CH3:7])[CH3:8])=[CH:20][C:21]=1[CH2:27][CH:28]([CH3:30])[CH3:29]. The reactants are B(Br)(Br)Br.[CH2:5]([C:9]1[CH:14]=[C:13]([CH2:15][CH2:16][C:17]#[N:18])[CH:12]=[CH:11][C:10]=1[C:19]1[CH:24]=[CH:23][C:22]([O:25]C)=[C:21]([CH2:27][CH:28]([CH3:30])[CH3:29])[CH:20]=1)[CH:6]([CH3:8])[CH3:7].O. The yield is 0.660. The catalyst is C(Cl)Cl.